From a dataset of Full USPTO retrosynthesis dataset with 1.9M reactions from patents (1976-2016). Predict the reactants needed to synthesize the given product. (1) Given the product [Cl:20][C:21]1[N:26]=[C:25]([C:7]2[CH:6]=[N:5][N:4]([CH2:3][C:2]([CH3:1])([OH:19])[CH3:18])[CH:8]=2)[CH:24]=[CH:23][N:22]=1, predict the reactants needed to synthesize it. The reactants are: [CH3:1][C:2]([OH:19])([CH3:18])[CH2:3][N:4]1[CH:8]=[C:7](B2OC(C)(C)C(C)(C)O2)[CH:6]=[N:5]1.[Cl:20][C:21]1[N:26]=[C:25](Cl)[CH:24]=[CH:23][N:22]=1.P([O-])([O-])([O-])=O.[K+].[K+].[K+].C1COCC1. (2) Given the product [CH3:9][C:10]1[S:11][C:12]2[C:18]([CH:19]3[CH2:4][CH:20]3[C:21]([O:23][CH2:24][CH3:25])=[O:22])=[CH:17][CH:16]=[CH:15][C:13]=2[N:14]=1, predict the reactants needed to synthesize it. The reactants are: [H-].[Na+].[I-].[CH3:4][S+](C)(C)=O.[CH3:9][C:10]1[S:11][C:12]2[C:18](/[CH:19]=[CH:20]/[C:21]([O:23][CH2:24][CH3:25])=[O:22])=[CH:17][CH:16]=[CH:15][C:13]=2[N:14]=1.O.